Dataset: Reaction yield outcomes from USPTO patents with 853,638 reactions. Task: Predict the reaction yield, written as a fraction of the theoretical maximum amount of product (1.0 means a 100% yield; for example, 0.34 means a 34% yield). (1) The reactants are [NH2:1][C:2]1[N:3]=[CH:4][C:5]2[S:10][C:9](=[O:11])[N:8]([C@@H:12]3[O:24][C@H:23]([CH2:25][O:26]C(=O)C)[C@@H:18]([O:19]C(=O)C)[C@H:13]3[O:14]C(=O)C)[C:6]=2[N:7]=1.C([O-])([O-])=O.[K+].[K+].CC(O)=O. The catalyst is CO. The product is [NH2:1][C:2]1[N:3]=[CH:4][C:5]2[S:10][C:9](=[O:11])[N:8]([C@@H:12]3[O:24][C@H:23]([CH2:25][OH:26])[C@@H:18]([OH:19])[C@H:13]3[OH:14])[C:6]=2[N:7]=1. The yield is 0.890. (2) The reactants are [CH2:1]([P:3]([OH:5])[OH:4])[CH3:2].[C:6]([O:9][CH:10]=[CH2:11])(=[O:8])[CH3:7].[O-]S(OOS([O-])(=O)=O)(=O)=O.[Na+].[Na+]. The catalyst is O. The product is [CH2:1]([P:3]([CH2:11][CH2:10][O:9][C:6](=[O:8])[CH3:7])(=[O:5])[OH:4])[CH3:2]. The yield is 0.950. (3) The reactants are I[C:2]1[CH:3]=[C:4]2[C:8](=[CH:9][CH:10]=1)[N:7]([CH:11]1[CH2:16][CH2:15][CH2:14][CH2:13][O:12]1)[N:6]=[C:5]2[CH2:17][N:18]([CH3:30])[CH2:19][CH2:20][N:21]([CH3:29])[C:22](=[O:28])[O:23][C:24]([CH3:27])([CH3:26])[CH3:25].[C:31]1(B2OC(C)(C)C(C)(C)O2)[CH2:36][CH2:35][CH2:34][CH2:33][CH:32]=1.C([O-])([O-])=O.[K+].[K+]. The catalyst is O1CCOCC1.O.C1C=CC([P]([Pd]([P](C2C=CC=CC=2)(C2C=CC=CC=2)C2C=CC=CC=2)([P](C2C=CC=CC=2)(C2C=CC=CC=2)C2C=CC=CC=2)[P](C2C=CC=CC=2)(C2C=CC=CC=2)C2C=CC=CC=2)(C2C=CC=CC=2)C2C=CC=CC=2)=CC=1. The product is [C:24]([O:23][C:22](=[O:28])[N:21]([CH2:20][CH2:19][N:18]([CH2:17][C:5]1[C:4]2[C:8](=[CH:9][CH:10]=[C:2]([C:31]3[CH2:36][CH2:35][CH2:34][CH2:33][CH:32]=3)[CH:3]=2)[N:7]([CH:11]2[CH2:16][CH2:15][CH2:14][CH2:13][O:12]2)[N:6]=1)[CH3:30])[CH3:29])([CH3:27])([CH3:26])[CH3:25]. The yield is 0.570. (4) The reactants are [CH:1]1([C:15]([O:17][CH3:18])=[O:16])[CH:6]=[CH:5][CH:4]([C:7]([O:9][CH3:10])=[O:8])[CH2:3][CH:2]1[C:11]([O:13][CH3:14])=[O:12]. The catalyst is C1(C)C=CC=C(C)C=1.[Pt]. The product is [C:15]([O:17][CH3:18])(=[O:16])[C:1]1[C:2](=[CH:3][C:4](=[CH:5][CH:6]=1)[C:7]([O:9][CH3:10])=[O:8])[C:11]([O:13][CH3:14])=[O:12]. The yield is 0.650. (5) The reactants are [CH3:1][C@@H:2]([CH2:5][CH3:6])[CH2:3][NH2:4].OC1C=CC=CN=1.[C:14]([O:18][C:19](=[O:48])[NH:20][C@H:21]([C@@H:39]1[CH2:43][C@@H:42]([CH:44]([CH3:46])[CH3:45])[C:41](=[O:47])[O:40]1)[CH2:22][N:23]1[CH2:28][C:27](=[O:29])[N:26]([C:30]2[CH:35]=[CH:34][CH:33]=[CH:32][C:31]=2[Cl:36])[CH2:25][C:24]1([CH3:38])[CH3:37])([CH3:17])([CH3:16])[CH3:15]. The catalyst is O. The product is [C:14]([O:18][C:19](=[O:48])[NH:20][C@@H:21]([CH2:22][N:23]1[CH2:28][C:27](=[O:29])[N:26]([C:30]2[CH:35]=[CH:34][CH:33]=[CH:32][C:31]=2[Cl:36])[CH2:25][C:24]1([CH3:38])[CH3:37])[C@@H:39]([OH:40])[CH2:43][C@H:42]([C:41](=[O:47])[NH:4][CH2:3][C@@H:2]([CH3:1])[CH2:5][CH3:6])[CH:44]([CH3:46])[CH3:45])([CH3:15])([CH3:17])[CH3:16]. The yield is 0.790. (6) The reactants are [OH:1][CH2:2][CH2:3][CH:4]1[CH2:9][CH2:8][N:7]([C:10]([O:12][C:13]([CH3:16])([CH3:15])[CH3:14])=[O:11])[CH2:6][CH2:5]1.[C:17]([C:21]1[CH:26]=[CH:25][CH:24]=[CH:23][C:22]=1O)([CH3:20])([CH3:19])[CH3:18].[O-]P([O-])([O-])=O.[K+].[K+].[K+].O. The catalyst is N1C=CC=CC=1.CN(C=O)C. The product is [C:17]([C:21]1[CH:26]=[CH:25][CH:24]=[CH:23][C:22]=1[O:1][CH2:2][CH2:3][CH:4]1[CH2:5][CH2:6][N:7]([C:10]([O:12][C:13]([CH3:16])([CH3:15])[CH3:14])=[O:11])[CH2:8][CH2:9]1)([CH3:20])([CH3:19])[CH3:18]. The yield is 0.440.